From a dataset of Peptide-MHC class I binding affinity with 185,985 pairs from IEDB/IMGT. Regression. Given a peptide amino acid sequence and an MHC pseudo amino acid sequence, predict their binding affinity value. This is MHC class I binding data. (1) The peptide sequence is AYIDNYNKF. The MHC is HLA-A31:01 with pseudo-sequence HLA-A31:01. The binding affinity (normalized) is 0.0791. (2) The peptide sequence is VLDRDGNFR. The MHC is HLA-A33:01 with pseudo-sequence HLA-A33:01. The binding affinity (normalized) is 0.408. (3) The MHC is HLA-A03:01 with pseudo-sequence HLA-A03:01. The peptide sequence is AFHQLVQVI. The binding affinity (normalized) is 0.0847. (4) The peptide sequence is YCNYTKFWYV. The MHC is HLA-A02:06 with pseudo-sequence HLA-A02:06. The binding affinity (normalized) is 0.826. (5) The peptide sequence is VIRANNNRL. The MHC is HLA-B07:02 with pseudo-sequence HLA-B07:02. The binding affinity (normalized) is 0.137. (6) The peptide sequence is GGFTFKRTK. The MHC is HLA-A31:01 with pseudo-sequence HLA-A31:01. The binding affinity (normalized) is 0.345. (7) The binding affinity (normalized) is 0. The peptide sequence is LTAGFLIFL. The MHC is HLA-B45:01 with pseudo-sequence HLA-B45:01. (8) The peptide sequence is DPQNAAVNV. The MHC is HLA-B07:02 with pseudo-sequence HLA-B07:02. The binding affinity (normalized) is 0. (9) The peptide sequence is TLDESFLGR. The MHC is HLA-A68:01 with pseudo-sequence HLA-A68:01. The binding affinity (normalized) is 0.367.